Dataset: Forward reaction prediction with 1.9M reactions from USPTO patents (1976-2016). Task: Predict the product of the given reaction. (1) Given the reactants Cl.[NH2:2][CH:3]([C:9]([O:11][CH2:12][CH3:13])=[O:10])[C:4]([O:6][CH2:7][CH3:8])=[O:5].CCN(C(C)C)C(C)C.[C:23](O[C:23]([O:25][C:26]([CH3:29])([CH3:28])[CH3:27])=[O:24])([O:25][C:26]([CH3:29])([CH3:28])[CH3:27])=[O:24], predict the reaction product. The product is: [C:26]([O:25][C:23]([NH:2][CH:3]([C:4]([O:6][CH2:7][CH3:8])=[O:5])[C:9]([O:11][CH2:12][CH3:13])=[O:10])=[O:24])([CH3:29])([CH3:28])[CH3:27]. (2) Given the reactants CC1(C)C2C(=C(P(C3C=CC=CC=3)C3C=CC=CC=3)C=CC=2)OC2C(P(C3C=CC=CC=3)C3C=CC=CC=3)=CC=CC1=2.C(=O)([O-])[O-].[Cs+].[Cs+].Cl[C:50]1[CH:51]=[C:52]([CH:56]=[CH:57][N:58]=1)[C:53]([NH2:55])=[O:54].[F:59][C:60]([F:69])([F:68])[C:61]1[CH:62]=[CH:63][C:64]([NH2:67])=[N:65][CH:66]=1, predict the reaction product. The product is: [F:69][C:60]([F:59])([F:68])[C:61]1[CH:62]=[CH:63][C:64]([NH:67][C:50]2[CH:51]=[C:52]([CH:56]=[CH:57][N:58]=2)[C:53]([NH2:55])=[O:54])=[N:65][CH:66]=1. (3) Given the reactants Br[CH2:2][CH2:3][O:4][C:5]1[CH:10]=[CH:9][C:8]([C:11]2[N:12]([CH2:24][CH3:25])[C:13]3[C:18]([C:19]=2[C:20]#[N:21])=[CH:17][CH:16]=[C:15]([O:22][CH3:23])[CH:14]=3)=[CH:7][CH:6]=1.[NH:26]1[CH2:31][CH2:30][O:29][CH2:28][CH2:27]1, predict the reaction product. The product is: [CH2:24]([N:12]1[C:13]2[C:18](=[CH:17][CH:16]=[C:15]([O:22][CH3:23])[CH:14]=2)[C:19]([C:20]#[N:21])=[C:11]1[C:8]1[CH:9]=[CH:10][C:5]([O:4][CH2:3][CH2:2][N:26]2[CH2:31][CH2:30][O:29][CH2:28][CH2:27]2)=[CH:6][CH:7]=1)[CH3:25].